Predict the product of the given reaction. From a dataset of Forward reaction prediction with 1.9M reactions from USPTO patents (1976-2016). (1) Given the reactants C(N1C2C(=CC(N[C:18]([NH:20][C:21]3[CH:26]=[CH:25][CH:24]=[C:23]([Cl:27])[C:22]=3[O:28][CH3:29])=[O:19])=CC=2)C(=O)N1)C1C=CC=CC=1.C(N1C2C(=CC([N+]([O-])=O)=CC=2)C(=O)N1)C1C=CC=CC=1, predict the reaction product. The product is: [Cl:27][C:23]1[C:22]([O:28][CH3:29])=[C:21]([N:20]=[C:18]=[O:19])[CH:26]=[CH:25][CH:24]=1. (2) Given the reactants [NH:1]1[CH2:6][CH2:5][CH2:4][CH2:3][CH2:2]1.[CH2:7]=[C:8]1[O:12][C:10](=[O:11])[CH2:9]1, predict the reaction product. The product is: [N:1]1([C:10](=[O:11])[CH2:9][C:8](=[O:12])[CH3:7])[CH2:6][CH2:5][CH2:4][CH2:3][CH2:2]1. (3) The product is: [NH2:14][C:10]1[CH:11]=[CH:12][CH:13]=[C:8]([N:5]2[CH2:4][CH2:3][N:2]([CH3:1])[CH2:7][CH2:6]2)[C:9]=1[C:17](=[O:19])[CH3:18]. Given the reactants [CH3:1][N:2]1[CH2:7][CH2:6][N:5]([C:8]2[CH:13]=[CH:12][CH:11]=[C:10]([N+:14]([O-])=O)[C:9]=2[C:17](=[O:19])[CH3:18])[CH2:4][CH2:3]1.C1CCCCC=1.C1COCC1.O, predict the reaction product. (4) Given the reactants [CH:1]([O:14][C:15]([C:17]1[N:18]2[C@H:21]([S:22](=O)[CH2:23][C:24]=1[CH2:25][O:26][C:27](=[O:29])[CH3:28])[C@H:20]([NH:31][C:32]([C:34]1[CH:43]=[C:42]([N:44]3[CH2:49][CH2:48][O:47][CH2:46][CH2:45]3)[C:41]3[C:36](=[CH:37][CH:38]=[CH:39][CH:40]=3)[N:35]=1)=[O:33])[C:19]2=[O:50])=[O:16])([C:8]1[CH:13]=[CH:12][CH:11]=[CH:10][CH:9]=1)[C:2]1[CH:7]=[CH:6][CH:5]=[CH:4][CH:3]=1.ClP(Cl)Cl.C(OCC)C, predict the reaction product. The product is: [CH:1]([O:14][C:15]([C:17]1[N:18]2[C@H:21]([S:22][CH2:23][C:24]=1[CH2:25][O:26][C:27](=[O:29])[CH3:28])[C@H:20]([NH:31][C:32]([C:34]1[CH:43]=[C:42]([N:44]3[CH2:45][CH2:46][O:47][CH2:48][CH2:49]3)[C:41]3[C:36](=[CH:37][CH:38]=[CH:39][CH:40]=3)[N:35]=1)=[O:33])[C:19]2=[O:50])=[O:16])([C:2]1[CH:7]=[CH:6][CH:5]=[CH:4][CH:3]=1)[C:8]1[CH:9]=[CH:10][CH:11]=[CH:12][CH:13]=1. (5) The product is: [Cl:18][C:19]1[CH:20]=[C:21]([S:25]([NH:14][C:12]2[CH:11]=[CH:10][CH:9]=[C:8]([CH2:7][O:6][CH2:5][C:4]3[CH:15]=[CH:16][CH:17]=[C:2]([F:1])[CH:3]=3)[N:13]=2)(=[O:27])=[O:26])[CH:22]=[CH:23][CH:24]=1. Given the reactants [F:1][C:2]1[CH:3]=[C:4]([CH:15]=[CH:16][CH:17]=1)[CH2:5][O:6][CH2:7][C:8]1[N:13]=[C:12]([NH2:14])[CH:11]=[CH:10][CH:9]=1.[Cl:18][C:19]1[CH:20]=[C:21]([S:25](Cl)(=[O:27])=[O:26])[CH:22]=[CH:23][CH:24]=1, predict the reaction product. (6) Given the reactants [CH2:1]([C:8]1[CH:24]=[CH:23][C:11]2[S:12][C:13]([C:16]3[CH:21]=[CH:20][N:19]=[C:18]([NH2:22])[N:17]=3)=[C:14]([CH3:15])[C:10]=2[CH:9]=1)[C:2]1[CH:7]=[CH:6][CH:5]=[CH:4][CH:3]=1.[Br-].[CH3:26][O:27]C1C=CC(C[Zn+])=CC=1.[Br-].C([Zn+])C1C=CC=CC=1, predict the reaction product. The product is: [CH3:26][O:27][C:5]1[CH:4]=[CH:3][C:2]([CH2:1][C:8]2[CH:24]=[CH:23][C:11]3[S:12][C:13]([C:16]4[CH:21]=[CH:20][N:19]=[C:18]([NH2:22])[N:17]=4)=[C:14]([CH3:15])[C:10]=3[CH:9]=2)=[CH:7][CH:6]=1.